Dataset: TCR-epitope binding with 47,182 pairs between 192 epitopes and 23,139 TCRs. Task: Binary Classification. Given a T-cell receptor sequence (or CDR3 region) and an epitope sequence, predict whether binding occurs between them. (1) The TCR CDR3 sequence is CSAQPGQENIQYF. Result: 0 (the TCR does not bind to the epitope). The epitope is ISPRTLNAW. (2) The epitope is GMFNMLSTVLGVS. Result: 0 (the TCR does not bind to the epitope). The TCR CDR3 sequence is CASSPPNQPQHF. (3) Result: 1 (the TCR binds to the epitope). The epitope is EILDITPCSF. The TCR CDR3 sequence is CASSLVRLEGEQFF. (4) The epitope is KLPDDFTGCV. The TCR CDR3 sequence is CASSPLTAADTQYF. Result: 1 (the TCR binds to the epitope).